This data is from Catalyst prediction with 721,799 reactions and 888 catalyst types from USPTO. The task is: Predict which catalyst facilitates the given reaction. The catalyst class is: 15. Product: [CH3:11][C:4]1[N:5]=[C:6]([OH:10])[C:7]2[C:2](=[N:1][O:9][N:8]=2)[N:3]=1. Reactant: [NH2:1][C:2]1[C:7]([N:8]=[O:9])=[C:6]([OH:10])[N:5]=[C:4]([CH3:11])[N:3]=1.C([O-])(=O)C.C([O-])(=O)C.C([O-])(=O)C.C([O-])(=O)C.[Pb+4].